From a dataset of Full USPTO retrosynthesis dataset with 1.9M reactions from patents (1976-2016). Predict the reactants needed to synthesize the given product. (1) Given the product [Br:1][C:2]1[CH:15]=[CH:14][C:13]2[C:4](=[C:5]([C:27]3[CH:36]=[CH:35][C:34]4[C:29](=[CH:30][CH:31]=[CH:32][CH:33]=4)[CH:28]=3)[C:6]3[C:11]([C:12]=2[C:16]2[CH:25]=[CH:24][C:23]4[C:18](=[CH:19][CH:20]=[CH:21][CH:22]=4)[CH:17]=2)=[CH:10][C:9]([N:47]2[C:46]4[CH:48]=[CH:49][CH:50]=[CH:51][C:45]=4[N:44]=[C:43]2[C:37]2[CH:38]=[CH:39][CH:40]=[CH:41][CH:42]=2)=[CH:8][CH:7]=3)[CH:3]=1, predict the reactants needed to synthesize it. The reactants are: [Br:1][C:2]1[CH:15]=[CH:14][C:13]2[C:4](=[C:5]([C:27]3[CH:36]=[CH:35][C:34]4[C:29](=[CH:30][CH:31]=[CH:32][CH:33]=4)[CH:28]=3)[C:6]3[C:11]([C:12]=2[C:16]2[CH:25]=[CH:24][C:23]4[C:18](=[CH:19][CH:20]=[CH:21][CH:22]=4)[CH:17]=2)=[CH:10][C:9](Br)=[CH:8][CH:7]=3)[CH:3]=1.[C:37]1([C:43]2[NH:47][C:46]3[CH:48]=[CH:49][CH:50]=[CH:51][C:45]=3[N:44]=2)[CH:42]=[CH:41][CH:40]=[CH:39][CH:38]=1.C1C2C(=CC=C3C=2N=NC=C3)C=CC=1.C(=O)([O-])[O-].[Cs+].[Cs+]. (2) Given the product [F:21][C:20]([F:22])([F:23])[O:19][C:15]1[CH:14]=[C:13]([C:5]2[CH:6]=[CH:7][CH:8]=[C:3]([CH2:2][OH:1])[CH:4]=2)[CH:18]=[CH:17][CH:16]=1, predict the reactants needed to synthesize it. The reactants are: [OH:1][CH2:2][C:3]1[CH:4]=[C:5](B(O)O)[CH:6]=[CH:7][CH:8]=1.Br[C:13]1[CH:18]=[CH:17][CH:16]=[C:15]([O:19][C:20]([F:23])([F:22])[F:21])[CH:14]=1. (3) Given the product [CH3:1][C@H:2]1[CH2:3][C@@H:4]([CH3:9])[CH2:5][CH:17]([C:15]([OH:21])=[O:16])[CH2:7]1, predict the reactants needed to synthesize it. The reactants are: [CH3:1][C@H:2]1[CH2:7][C@@H](C)[CH2:5][C:4](=[C:9]2SCCCS2)[CH2:3]1.[C:15]([OH:21])([C:17](F)(F)F)=[O:16].OO.[OH-].[Na+].Cl. (4) Given the product [CH:14]1([NH:21][C:22]2[S:23][CH:2]([CH2:6][C:7]3[CH:12]=[CH:11][C:10]([OH:13])=[CH:9][CH:8]=3)[C:3](=[O:5])[N:24]=2)[CH2:20][CH2:19][CH2:18][CH2:17][CH2:16][CH2:15]1, predict the reactants needed to synthesize it. The reactants are: N[C@@H:2]([CH2:6][C:7]1[CH:12]=[CH:11][C:10]([OH:13])=[CH:9][CH:8]=1)[C:3]([OH:5])=O.[CH:14]1([NH:21][C:22]([NH2:24])=[S:23])[CH2:20][CH2:19][CH2:18][CH2:17][CH2:16][CH2:15]1. (5) Given the product [C:1]1([C:23]2[CH:28]=[CH:27][CH:26]=[CH:25][CH:24]=2)[CH:6]=[CH:5][CH:4]=[C:3]([CH2:7][CH:8]([CH2:12][S:13]([CH2:16][C:17]2[CH:22]=[CH:21][CH:20]=[CH:19][CH:18]=2)(=[O:15])=[O:14])[C:9]([NH:47][CH2:46][C:45]#[N:44])=[O:10])[CH:2]=1, predict the reactants needed to synthesize it. The reactants are: [C:1]1([C:23]2[CH:28]=[CH:27][CH:26]=[CH:25][CH:24]=2)[CH:6]=[CH:5][CH:4]=[C:3]([CH2:7][CH:8]([CH2:12][S:13]([CH2:16][C:17]2[CH:22]=[CH:21][CH:20]=[CH:19][CH:18]=2)(=[O:15])=[O:14])[C:9](O)=[O:10])[CH:2]=1.C(Cl)CCl.C1C=CC2N(O)N=NC=2C=1.Cl.[NH2:44][CH2:45][C:46]#[N:47].CN1CCOCC1. (6) Given the product [C:1]([C:5]1[CH:11]=[CH:10][CH:9]=[CH:8][C:6]=1[N:7]=[C:12]=[S:13])([CH3:4])([CH3:2])[CH3:3], predict the reactants needed to synthesize it. The reactants are: [C:1]([C:5]1[CH:11]=[CH:10][CH:9]=[CH:8][C:6]=1[NH2:7])([CH3:4])([CH3:3])[CH3:2].[C:12](Cl)(Cl)=[S:13].C(N(C(C)C)C(C)C)C.